From a dataset of Forward reaction prediction with 1.9M reactions from USPTO patents (1976-2016). Predict the product of the given reaction. Given the reactants [NH2:1][C:2]1[CH:7]=[CH:6][C:5]([N:8]2[C:14](=[O:15])[CH2:13][C:12](=[O:16])[NH:11][C:10]3[C:17]4[C:22]([CH:23]=[CH:24][C:9]2=3)=[CH:21][CH:20]=[CH:19][CH:18]=4)=[CH:4][CH:3]=1.[I:25][C:26]1[CH:34]=[CH:33][CH:32]=[CH:31][C:27]=1[C:28](Cl)=[O:29].C(NCC1C=CC(N2C(=O)CC(=O)NC3C4C(C=CC2=3)=CC=CC=4)=CC=1)(=O)C1C=CC=CC=1, predict the reaction product. The product is: [I:25][C:26]1[CH:34]=[CH:33][CH:32]=[CH:31][C:27]=1[C:28]([NH:1][C:2]1[CH:7]=[CH:6][C:5]([N:8]2[C:14](=[O:15])[CH2:13][C:12](=[O:16])[NH:11][C:10]3[C:17]4[C:22]([CH:23]=[CH:24][C:9]2=3)=[CH:21][CH:20]=[CH:19][CH:18]=4)=[CH:4][CH:3]=1)=[O:29].